This data is from Catalyst prediction with 721,799 reactions and 888 catalyst types from USPTO. The task is: Predict which catalyst facilitates the given reaction. Reactant: [CH2:1]([O:8][C:9]1[CH:14]=[CH:13][C:12](O)=[CH:11][CH:10]=1)[C:2]1[CH:7]=[CH:6][CH:5]=[CH:4][CH:3]=1.Cl.Cl[CH2:18][CH2:19][N:20]1[CH2:25][CH2:24][O:23][CH2:22][CH2:21]1.C([O-])([O-])=[O:27].[K+].[K+]. Product: [CH2:1]([O:8][C:9]1[CH:14]=[CH:13][CH:12]=[CH:11][C:10]=1[O:27][CH2:18][CH2:19][N:20]1[CH2:25][CH2:24][O:23][CH2:22][CH2:21]1)[C:2]1[CH:7]=[CH:6][CH:5]=[CH:4][CH:3]=1. The catalyst class is: 3.